From a dataset of Peptide-MHC class I binding affinity with 185,985 pairs from IEDB/IMGT. Regression. Given a peptide amino acid sequence and an MHC pseudo amino acid sequence, predict their binding affinity value. This is MHC class I binding data. The peptide sequence is IVTRIVELL. The MHC is HLA-B35:01 with pseudo-sequence HLA-B35:01. The binding affinity (normalized) is 0.112.